From a dataset of Forward reaction prediction with 1.9M reactions from USPTO patents (1976-2016). Predict the product of the given reaction. (1) Given the reactants C(OC([N:8]1[CH2:13][CH2:12][N:11]([C:14]([C:16]2[C:24]3[C:19](=[N:20][CH:21]=[C:22]([O:25][CH3:26])[CH:23]=3)[N:18]([C:27]3[CH:32]=[CH:31][CH:30]=[CH:29][CH:28]=3)[C:17]=2[CH2:33][C:34]2[CH:39]=[CH:38][CH:37]=[C:36]([F:40])[C:35]=2[CH3:41])=[O:15])[CH2:10][CH2:9]1)=O)(C)(C)C.Cl.Cl.Cl.FC1C(C)=C(C=CC=1)CC1N(C2C=CC=CC=2)C2=NC=C(OC)C=C2C=1C(N1CCNCC1)=O, predict the reaction product. The product is: [F:40][C:36]1[C:35]([CH3:41])=[C:34]([CH:39]=[CH:38][CH:37]=1)[CH2:33][C:17]1[N:18]([C:27]2[CH:28]=[CH:29][CH:30]=[CH:31][CH:32]=2)[C:19]2=[N:20][CH:21]=[C:22]([O:25][CH3:26])[CH:23]=[C:24]2[C:16]=1[C:14]([N:11]1[CH2:10][CH2:9][NH:8][CH2:13][CH2:12]1)=[O:15]. (2) The product is: [Br:1][C:2]1[CH:3]=[C:4]2[C:9]([NH:8][C@@H:7]([CH3:18])[CH2:6][N:5]2[C:19]([C:20]2[CH:25]=[CH:24][CH:23]=[CH:22][C:21]=2[F:26])=[O:27])=[CH:10][CH:11]=1. Given the reactants [Br:1][C:2]1[CH:3]=[C:4]2[C:9](=[CH:10][CH:11]=1)[N:8](C(=O)C(F)(F)F)[C@@H:7]([CH3:18])[CH2:6][N:5]2[C:19](=[O:27])[C:20]1[CH:25]=[CH:24][CH:23]=[CH:22][C:21]=1[F:26].C(=O)([O-])[O-].[K+].[K+], predict the reaction product. (3) Given the reactants [Br:1][C:2]1[CH:3]=[C:4]([N+:12]([O-:14])=[O:13])[C:5]2[N:9]=[C:8]([CH3:10])[NH:7][C:6]=2[CH:11]=1.Br[CH2:16][C:17]1[CH:22]=[CH:21][CH:20]=[C:19]([Cl:23])[C:18]=1[Cl:24].C([O-])([O-])=O.[K+].[K+], predict the reaction product. The product is: [Br:1][C:2]1[CH:3]=[C:4]([N+:12]([O-:14])=[O:13])[C:5]2[N:9]=[C:8]([CH3:10])[N:7]([CH2:16][C:17]3[CH:22]=[CH:21][CH:20]=[C:19]([Cl:23])[C:18]=3[Cl:24])[C:6]=2[CH:11]=1.